This data is from Full USPTO retrosynthesis dataset with 1.9M reactions from patents (1976-2016). The task is: Predict the reactants needed to synthesize the given product. (1) Given the product [CH2:20]([NH:22][CH2:23][CH2:24][NH:25][C:5](=[O:7])[C:4]1[CH:17]=[CH:18][N:19]=[C:2]([F:1])[CH:3]=1)[CH3:21], predict the reactants needed to synthesize it. The reactants are: [F:1][C:2]1[CH:3]=[C:4]([CH:17]=[CH:18][N:19]=1)[C:5]([O:7]C1C=CC([N+]([O-])=O)=CC=1)=O.[CH2:20]([NH:22][CH2:23][CH2:24][NH2:25])[CH3:21]. (2) Given the product [OH:43][CH:44]1[CH2:49][CH2:48][N:47]([C:11](=[O:13])[CH2:10][O:9][C:6]2[C:7](=[O:8])[N:2]([CH3:1])[N:3]=[CH:4][CH:5]=2)[CH2:46][CH2:45]1, predict the reactants needed to synthesize it. The reactants are: [CH3:1][N:2]1[C:7](=[O:8])[C:6]([O:9][CH2:10][C:11]([OH:13])=O)=[CH:5][CH:4]=[N:3]1.CN(C(ON1N=NC2C=CC=CC1=2)=[N+](C)C)C.[B-](F)(F)(F)F.CCN(CC)CC.[OH:43][CH:44]1[CH2:49][CH2:48][NH:47][CH2:46][CH2:45]1. (3) The reactants are: [S:1]1[C:5]2[CH:6]=[CH:7][CH:8]=[CH:9][C:4]=2[N:3]=[C:2]1OC1C=CC(CC=O)=CC=1.[CH3:20][O:21][C:22](=[O:31])[CH2:23][C:24]1[CH:29]=[CH:28][C:27]([OH:30])=[CH:26][CH:25]=1.ClC1SC2C=CC=CC=2N=1. Given the product [CH3:20][O:21][C:22](=[O:31])[CH2:23][C:24]1[CH:29]=[CH:28][C:27]([O:30][C:2]2[S:1][C:5]3[CH:6]=[CH:7][CH:8]=[CH:9][C:4]=3[N:3]=2)=[CH:26][CH:25]=1, predict the reactants needed to synthesize it. (4) Given the product [C:1]1([C:20]2[CH:25]=[CH:24][CH:23]=[CH:22][CH:21]=2)[CH:6]=[CH:5][C:4]([CH2:7][N:8]2[CH:16]=[C:15]3[C:10]([N:11]=[C:12]([NH:26][C:27]([CH3:31])([CH3:30])[CH2:28][OH:29])[N:13]([CH3:18])[C:14]3=[O:17])=[N:9]2)=[CH:3][CH:2]=1, predict the reactants needed to synthesize it. The reactants are: [C:1]1([C:20]2[CH:25]=[CH:24][CH:23]=[CH:22][CH:21]=2)[CH:6]=[CH:5][C:4]([CH2:7][N:8]2[CH:16]=[C:15]3[C:10]([N:11]=[C:12](Cl)[N:13]([CH3:18])[C:14]3=[O:17])=[N:9]2)=[CH:3][CH:2]=1.[NH2:26][C:27]([CH3:31])([CH3:30])[CH2:28][OH:29]. (5) The reactants are: [C:1]([C:3]1[CH:8]=[CH:7][C:6]([CH2:9]Br)=[C:5]([O:11][CH2:12][CH3:13])[CH:4]=1)#[N:2].CN(C=O)C.[OH:19][N:20]1[C:24](=[O:25])[C:23]2=[CH:26][CH:27]=[CH:28][CH:29]=[C:22]2[C:21]1=[O:30].C(=O)([O-])[O-].[K+].[K+]. Given the product [C:1]([C:3]1[CH:8]=[CH:7][C:6]([CH2:9][O:19][N:20]2[C:21](=[O:30])[C:22]3=[CH:29][CH:28]=[CH:27][CH:26]=[C:23]3[C:24]2=[O:25])=[C:5]([O:11][CH2:12][CH3:13])[CH:4]=1)#[N:2], predict the reactants needed to synthesize it. (6) The reactants are: CCN(C(C)C)C(C)C.CN(C(ON1N=NC2C=CC=NC1=2)=[N+](C)C)C.F[P-](F)(F)(F)(F)F.[CH:34]1([C:39]([OH:41])=O)[CH2:38][CH2:37][CH2:36][CH2:35]1.Cl.[CH3:43][C:44]1([CH3:64])[CH2:49][C:48]([C:50]2[C:58]3[C:53](=[N:54][CH:55]=[C:56]([N+:60]([O-:62])=[O:61])[C:57]=3[CH3:59])[N:52]([CH3:63])[CH:51]=2)=[CH:47][CH2:46][NH:45]1. Given the product [CH:34]1([C:39]([N:45]2[CH2:46][CH:47]=[C:48]([C:50]3[C:58]4[C:53](=[N:54][CH:55]=[C:56]([N+:60]([O-:62])=[O:61])[C:57]=4[CH3:59])[N:52]([CH3:63])[CH:51]=3)[CH2:49][C:44]2([CH3:64])[CH3:43])=[O:41])[CH2:35][CH2:36][CH2:37][CH2:38]1, predict the reactants needed to synthesize it.